This data is from Forward reaction prediction with 1.9M reactions from USPTO patents (1976-2016). The task is: Predict the product of the given reaction. (1) Given the reactants BrCC(Br)=O.[Br:6][CH2:7][C:8]([N:10](C)[C:11]1[CH:16]=[CH:15][CH:14]=[CH:13][CH:12]=1)=[O:9], predict the reaction product. The product is: [Br:6][CH2:7][C:8]([NH:10][CH:11]1[CH2:16][CH2:15][CH2:14][CH2:13][CH2:12]1)=[O:9]. (2) Given the reactants [CH:1]1([CH2:4][N:5]2[C:9]3[CH:10]=[C:11]([C:16]([F:19])([F:18])[F:17])[CH:12]=[C:13]([CH:14]=[O:15])[C:8]=3[N:7]=[CH:6]2)[CH2:3][CH2:2]1.[CH3:20][Mg]Br.[Cl-].[NH4+], predict the reaction product. The product is: [CH:1]1([CH2:4][N:5]2[C:9]3[CH:10]=[C:11]([C:16]([F:18])([F:19])[F:17])[CH:12]=[C:13]([CH:14]([OH:15])[CH3:20])[C:8]=3[N:7]=[CH:6]2)[CH2:3][CH2:2]1.